This data is from Reaction yield outcomes from USPTO patents with 853,638 reactions. The task is: Predict the reaction yield, written as a fraction of the theoretical maximum amount of product (1.0 means a 100% yield; for example, 0.34 means a 34% yield). (1) The reactants are [CH:1]1([N:5]2[CH2:11][CH2:10][C:9]3[CH:12]=[CH:13][C:14]([CH2:16][NH:17]C(=O)OC(C)(C)C)=[CH:15][C:8]=3[CH2:7][CH2:6]2)[CH2:4][CH2:3][CH2:2]1.[ClH:25]. No catalyst specified. The product is [ClH:25].[ClH:25].[CH:1]1([N:5]2[CH2:11][CH2:10][C:9]3[CH:12]=[CH:13][C:14]([CH2:16][NH2:17])=[CH:15][C:8]=3[CH2:7][CH2:6]2)[CH2:4][CH2:3][CH2:2]1. The yield is 0.900. (2) The reactants are C(OC(=O)[NH:7][C:8]1[S:9][C:10]2[CH2:19][CH2:18][C:17](=[O:20])[C:16]3[C:12](=[CH:13][N:14]([CH2:21][C:22]4[CH:27]=[CH:26][C:25]([O:28][CH3:29])=[CH:24][CH:23]=4)[N:15]=3)[C:11]=2[N:30]=1)(C)(C)C. The catalyst is C(O)(C(F)(F)F)=O.C(Cl)Cl. The product is [NH2:7][C:8]1[S:9][C:10]2[CH2:19][CH2:18][C:17](=[O:20])[C:16]3[C:12](=[CH:13][N:14]([CH2:21][C:22]4[CH:27]=[CH:26][C:25]([O:28][CH3:29])=[CH:24][CH:23]=4)[N:15]=3)[C:11]=2[N:30]=1. The yield is 0.860.